This data is from Reaction yield outcomes from USPTO patents with 853,638 reactions. The task is: Predict the reaction yield, written as a fraction of the theoretical maximum amount of product (1.0 means a 100% yield; for example, 0.34 means a 34% yield). (1) The reactants are [CH2:1]([N:8]([CH2:20][C:21]1[CH:26]=[CH:25][CH:24]=[CH:23][CH:22]=1)[C@H:9]1[CH2:14][CH2:13][C@H:12]([C:15]([O:17]CC)=[O:16])[CH2:11][CH2:10]1)[C:2]1[CH:7]=[CH:6][CH:5]=[CH:4][CH:3]=1.[Li+].[OH-]. The yield is 0.800. The catalyst is C1COCC1.O. The product is [CH2:20]([N:8]([CH2:1][C:2]1[CH:7]=[CH:6][CH:5]=[CH:4][CH:3]=1)[C@H:9]1[CH2:14][CH2:13][C@H:12]([C:15]([OH:17])=[O:16])[CH2:11][CH2:10]1)[C:21]1[CH:22]=[CH:23][CH:24]=[CH:25][CH:26]=1. (2) The reactants are [CH:1]1([O:7][C:8]2[C:9]([NH:14][C:15]3[S:16][CH:17]=[C:18]([CH3:20])[N:19]=3)=[N:10][CH:11]=[CH:12][CH:13]=2)[CH2:6][CH2:5][CH2:4][CH:3]=[CH:2]1.CC1C=CC(S(NN)(=O)=O)=CC=1.CC([O-])=O.[Na+]. The catalyst is C(COC)OC.O. The product is [CH:1]1([O:7][C:8]2[C:9]([NH:14][C:15]3[S:16][CH:17]=[C:18]([CH3:20])[N:19]=3)=[N:10][CH:11]=[CH:12][CH:13]=2)[CH2:2][CH2:3][CH2:4][CH2:5][CH2:6]1. The yield is 0.553. (3) The reactants are [Cl:1][C:2]1[CH:3]=[C:4]([C:9]2[C:21]([CH3:22])=[CH:20][C:12]([C:13]([NH:15][S:16]([CH3:19])(=[O:18])=[O:17])=[O:14])=[C:11]([F:23])[CH:10]=2)[CH:5]=[N:6][C:7]=1Cl.[F:24][C:25]1[CH:26]=[C:27](B(O)O)[CH:28]=[C:29]([F:31])[CH:30]=1.C(=O)([O-])[O-].[K+].[K+]. The catalyst is O1CCOCC1.C1C=CC([P]([Pd]([P](C2C=CC=CC=2)(C2C=CC=CC=2)C2C=CC=CC=2)([P](C2C=CC=CC=2)(C2C=CC=CC=2)C2C=CC=CC=2)[P](C2C=CC=CC=2)(C2C=CC=CC=2)C2C=CC=CC=2)(C2C=CC=CC=2)C2C=CC=CC=2)=CC=1. The product is [Cl:1][C:2]1[CH:3]=[C:4]([C:9]2[C:21]([CH3:22])=[CH:20][C:12]([C:13]([NH:15][S:16]([CH3:19])(=[O:18])=[O:17])=[O:14])=[C:11]([F:23])[CH:10]=2)[CH:5]=[N:6][C:7]=1[C:27]1[CH:26]=[C:25]([F:24])[CH:30]=[C:29]([F:31])[CH:28]=1. The yield is 0.460. (4) The reactants are C(OC([N:8]1[CH2:14][CH2:13][CH2:12][N:11]([C:15]2[CH:20]=[CH:19][C:18]([Cl:21])=[CH:17][C:16]=2[Cl:22])[CH2:10][CH2:9]1)=O)(C)(C)C.FC(F)(F)C(O)=O. The catalyst is ClCCl. The product is [Cl:22][C:16]1[CH:17]=[C:18]([Cl:21])[CH:19]=[CH:20][C:15]=1[N:11]1[CH2:12][CH2:13][CH2:14][NH:8][CH2:9][CH2:10]1. The yield is 1.00. (5) The catalyst is C(=S)=S. The reactants are [CH3:1][S:2][C:3]1[CH:8]=[CH:7][CH:6]=[CH:5][C:4]=1[OH:9].[C:10](Cl)(=[O:12])[CH3:11].[Al+3].[Cl-].[Cl-].[Cl-].Cl.C(N([CH2:24][CH3:25])CC)C.[OH2:26]. The product is [C:10]([O:9][C:4]1[CH:5]=[C:6]([C:24](=[O:26])[CH3:25])[CH:7]=[CH:8][C:3]=1[S:2][CH3:1])(=[O:12])[CH3:11]. The yield is 0.370. (6) The reactants are [BH4-].[Na+].[F:3][C:4]1[CH:5]=[C:6]([C:14]2[CH2:15][CH2:16][CH2:17][N:18]=2)[C:7]2[O:12][CH2:11][CH2:10][O:9][C:8]=2[CH:13]=1. The catalyst is CO.O. The product is [F:3][C:4]1[CH:5]=[C:6]([CH:14]2[CH2:15][CH2:16][CH2:17][NH:18]2)[C:7]2[O:12][CH2:11][CH2:10][O:9][C:8]=2[CH:13]=1. The yield is 0.940. (7) The reactants are [CH2:1]1[CH:12]2[CH:4]([NH:5][C:6]3[CH:7]=[CH:8][CH:9]=[CH:10][C:11]=32)[CH2:3][CH2:2]1.C(N(C(C)C)CC)(C)C.Cl[CH2:23][C:24]([NH2:26])=[O:25]. The catalyst is CN(C=O)C. The product is [CH2:1]1[CH:12]2[CH:4]([N:5]([CH2:23][C:24]([NH2:26])=[O:25])[C:6]3[CH:7]=[CH:8][CH:9]=[CH:10][C:11]=32)[CH2:3][CH2:2]1. The yield is 0.690.